Dataset: Full USPTO retrosynthesis dataset with 1.9M reactions from patents (1976-2016). Task: Predict the reactants needed to synthesize the given product. (1) Given the product [F:1][C:2]1[CH:3]=[CH:4][C:5]([C:8]2[N:12]([CH3:13])[N:11]=[C:10]([O:14][S:17]([C:16]([F:29])([F:28])[F:15])(=[O:19])=[O:18])[CH:9]=2)=[CH:6][CH:7]=1, predict the reactants needed to synthesize it. The reactants are: [F:1][C:2]1[CH:7]=[CH:6][C:5]([C:8]2[N:12]([CH3:13])[NH:11][C:10](=[O:14])[CH:9]=2)=[CH:4][CH:3]=1.[F:15][C:16]([F:29])([F:28])[S:17](O[S:17]([C:16]([F:29])([F:28])[F:15])(=[O:19])=[O:18])(=[O:19])=[O:18]. (2) Given the product [N:14]1[CH:19]=[CH:18][CH:17]=[C:16]([C:20]([CH3:21])=[CH:4][C:6]([O:8][CH3:23])=[O:7])[CH:15]=1, predict the reactants needed to synthesize it. The reactants are: [H-].[Na+].C[C:4](P(OC)(O)=O)([C:6]([O-:8])=[O:7])C.[N:14]1[CH:19]=[CH:18][CH:17]=[C:16]([C:20](=O)[CH3:21])[CH:15]=1.[CH2:23]1COCC1. (3) Given the product [CH3:27][S:23]([CH2:5][C@H:4]([N:6]1[C:14]2[C:9](=[C:10]([C:17]([F:19])([F:18])[F:20])[C:11]([C:15]#[N:16])=[CH:12][CH:13]=2)[CH:8]=[CH:7]1)[CH3:3])(=[O:25])=[O:22], predict the reactants needed to synthesize it. The reactants are: CS[CH2:3][C@H:4]([N:6]1[C:14]2[C:9](=[C:10]([C:17]([F:20])([F:19])[F:18])[C:11]([C:15]#[N:16])=[CH:12][CH:13]=2)[CH:8]=[CH:7]1)[CH3:5].O[O:22][S:23]([O-:25])=O.[K+].[CH3:27]O. (4) Given the product [F:1][C:2]1[CH:3]=[CH:4][C:5]([C:8]2[C:12](/[CH:13]=[CH:14]/[C:15]3[S:16][C:17]([C:20]([N:24]4[CH2:29][CH2:28][O:27][CH2:26][CH2:25]4)=[O:22])=[CH:18][N:19]=3)=[C:11]([CH3:23])[O:10][N:9]=2)=[N:6][CH:7]=1, predict the reactants needed to synthesize it. The reactants are: [F:1][C:2]1[CH:3]=[CH:4][C:5]([C:8]2[C:12](/[CH:13]=[CH:14]/[C:15]3[S:16][C:17]([C:20]([OH:22])=O)=[CH:18][N:19]=3)=[C:11]([CH3:23])[O:10][N:9]=2)=[N:6][CH:7]=1.[NH:24]1[CH2:29][CH2:28][O:27][CH2:26][CH2:25]1. (5) Given the product [Cl:1][C:2]1[C:7]([Cl:8])=[CH:6][CH:5]=[CH:4][C:3]=1[S:9]([N:12]([C:13]1[C:18]([O:19][CH3:20])=[N:17][C:16]([Cl:21])=[CH:15][N:14]=1)[CH2:36][O:35][CH2:34][CH2:33][Si:32]([CH3:39])([CH3:38])[CH3:31])(=[O:10])=[O:11], predict the reactants needed to synthesize it. The reactants are: [Cl:1][C:2]1[C:7]([Cl:8])=[CH:6][CH:5]=[CH:4][C:3]=1[S:9]([NH:12][C:13]1[C:18]([O:19][CH3:20])=[N:17][C:16]([Cl:21])=[CH:15][N:14]=1)(=[O:11])=[O:10].C(N(C(C)C)CC)(C)C.[CH3:31][Si:32]([CH3:39])([CH3:38])[CH2:33][CH2:34][O:35][CH2:36]Cl. (6) Given the product [N+:13]([C:11]1[N:12]=[C:8]2[N:9]([CH:10]=1)[CH2:16][CH2:17][CH:18]([CH2:19][O:20][C:21]1[CH:26]=[CH:25][C:24]([C:27]3[N:28]=[C:29]([CH2:32][C:33]4[CH:38]=[CH:37][C:36]([O:39][C:40]([F:43])([F:42])[F:41])=[CH:35][CH:34]=4)[S:30][CH:31]=3)=[CH:23][CH:22]=1)[O:44]2)([O-:15])=[O:14], predict the reactants needed to synthesize it. The reactants are: CC(C)([O-])C.[Na+].Cl[C:8]1[N:9]([CH2:16][CH2:17][CH:18]([OH:44])[CH2:19][O:20][C:21]2[CH:26]=[CH:25][C:24]([C:27]3[N:28]=[C:29]([CH2:32][C:33]4[CH:38]=[CH:37][C:36]([O:39][C:40]([F:43])([F:42])[F:41])=[CH:35][CH:34]=4)[S:30][CH:31]=3)=[CH:23][CH:22]=2)[CH:10]=[C:11]([N+:13]([O-:15])=[O:14])[N:12]=1.[Cl-].[NH4+]. (7) Given the product [CH3:12][O:13][CH2:14][O:15][CH2:16][C:17]1[CH:18]=[C:19]([CH:23]2[O:9][CH:24]2[CH2:25][CH2:26][C:27]#[N:28])[CH:20]=[CH:21][CH:22]=1, predict the reactants needed to synthesize it. The reactants are: ClC1C=CC=C(C(OO)=[O:9])C=1.[CH3:12][O:13][CH2:14][O:15][CH2:16][C:17]1[CH:18]=[C:19](/[CH:23]=[CH:24]/[CH2:25][CH2:26][C:27]#[N:28])[CH:20]=[CH:21][CH:22]=1.S([O-])([O-])(=O)=S.[Na+].[Na+].